This data is from Reaction yield outcomes from USPTO patents with 853,638 reactions. The task is: Predict the reaction yield, written as a fraction of the theoretical maximum amount of product (1.0 means a 100% yield; for example, 0.34 means a 34% yield). (1) The reactants are C[Si](C)(C)CCOC[N:7]1[C:15]2[N:14]=[CH:13][N:12]3[CH:16]=[N:17][C:18]([CH:19]4[CH2:24][CH2:23][N:22]([CH2:25][C:26]5[CH:33]=[CH:32][C:29]([C:30]#[N:31])=[CH:28][CH:27]=5)[CH2:21][CH2:20]4)=[C:11]3[C:10]=2[CH:9]=[CH:8]1.C[Si](C)(C)CCOCN1C2N=CN3C=NC(C4CCCN(C(OCC5C=CC=CC=5)=O)C4)=C3C=2C=C1. No catalyst specified. The product is [C:18]1([CH:19]2[CH2:24][CH2:23][N:22]([CH2:25][C:26]3[CH:27]=[CH:28][C:29]([C:30]#[N:31])=[CH:32][CH:33]=3)[CH2:21][CH2:20]2)[N:17]=[CH:16][N:12]2[C:11]=1[C:10]1[CH:9]=[CH:8][NH:7][C:15]=1[N:14]=[CH:13]2. The yield is 0.0400. (2) The reactants are CS([C:5]1[N:6]=[C:7]([C:22]2[CH:27]=[CH:26][CH:25]=[CH:24][CH:23]=2)[C:8]2[CH:14]=[CH:13][C:12](=[O:15])[N:11]([C:16]3[CH:21]=[CH:20][CH:19]=[CH:18][CH:17]=3)[C:9]=2[N:10]=1)(=O)=O.CN1C(=O)CCC1.[CH2:35]([N:37]([CH2:41][CH3:42])[CH2:38][CH2:39][NH2:40])[CH3:36].O. The catalyst is CCOC(C)=O. The product is [CH2:35]([N:37]([CH2:41][CH3:42])[CH2:38][CH2:39][NH:40][C:5]1[N:6]=[C:7]([C:22]2[CH:23]=[CH:24][CH:25]=[CH:26][CH:27]=2)[C:8]2[CH:14]=[CH:13][C:12](=[O:15])[N:11]([C:16]3[CH:21]=[CH:20][CH:19]=[CH:18][CH:17]=3)[C:9]=2[N:10]=1)[CH3:36]. The yield is 0.890. (3) The reactants are [C:1](=[O:15])([O:5][C:6]1[CH:11]=[CH:10][C:9]([N+:12]([O-:14])=[O:13])=[CH:8][CH:7]=1)[O:2][CH2:3]Cl.[I-:16].[Na+]. The catalyst is CC(C)=O. The product is [C:1](=[O:15])([O:5][C:6]1[CH:11]=[CH:10][C:9]([N+:12]([O-:14])=[O:13])=[CH:8][CH:7]=1)[O:2][CH2:3][I:16]. The yield is 0.890. (4) The reactants are [F:1][C:2]1[CH:3]=[CH:4][C:5]([N+:9]([O-:11])=[O:10])=[C:6]([OH:8])[CH:7]=1.I[CH:13]([CH3:15])[CH3:14].C(=O)([O-])[O-].[K+].[K+]. The catalyst is CC(C)=O. The product is [F:1][C:2]1[CH:3]=[CH:4][C:5]([N+:9]([O-:11])=[O:10])=[C:6]([O:8][CH:13]([CH3:15])[CH3:14])[CH:7]=1. The yield is 1.00. (5) The yield is 0.0400. The catalyst is CN(C=O)C. The product is [NH2:27][C:28]1[S:29][C:30]([C:34]([NH:13][C:10]2[N:9]3[CH2:14][CH2:15][N:16]=[C:8]3[C:7]3[CH:6]=[CH:5][C:4]([O:17][CH2:18][CH2:19][CH2:20][N:21]4[CH2:22][CH2:23][O:24][CH2:25][CH2:26]4)=[C:3]([O:2][CH3:1])[C:12]=3[N:11]=2)=[O:35])=[C:31]([CH3:33])[N:32]=1. The reactants are [CH3:1][O:2][C:3]1[C:12]2[N:11]=[C:10]([NH2:13])[N:9]3[CH2:14][CH2:15][N:16]=[C:8]3[C:7]=2[CH:6]=[CH:5][C:4]=1[O:17][CH2:18][CH2:19][CH2:20][N:21]1[CH2:26][CH2:25][O:24][CH2:23][CH2:22]1.[NH2:27][C:28]1[S:29][C:30]([C:34](O)=[O:35])=[C:31]([CH3:33])[N:32]=1.C1CN([P+](ON2N=NC3C=CC=CC2=3)(N2CCCC2)N2CCCC2)CC1.F[P-](F)(F)(F)(F)F.C(N(C(C)C)CC)(C)C. (6) The reactants are [CH2:1]([NH:5][C:6](=[O:15])[C@@H:7]([OH:14])[C@@H:8]([NH2:13])[CH2:9][CH2:10][CH2:11][CH3:12])[CH2:2][CH2:3][CH3:4].[N:16]1([C:22]([NH:24][C:25]2([C:31](O)=[O:32])[CH2:30][CH2:29][CH2:28][CH2:27][CH2:26]2)=[O:23])[CH2:21][CH2:20][O:19][CH2:18][CH2:17]1.ON1C2C=CC=CC=2N=N1.C(N=C=NCCCN(C)C)C. The catalyst is ClCCl. The product is [OH:14][C@@H:7]([C@@H:8]([NH:13][C:31]([C:25]1([NH:24][C:22]([N:16]2[CH2:21][CH2:20][O:19][CH2:18][CH2:17]2)=[O:23])[CH2:26][CH2:27][CH2:28][CH2:29][CH2:30]1)=[O:32])[CH2:9][CH2:10][CH2:11][CH3:12])[C:6]([NH:5][CH2:1][CH2:2][CH2:3][CH3:4])=[O:15]. The yield is 0.890. (7) The reactants are [CH2:1]([O:3][C:4]([C:6]1[CH:7]=[N:8][N:9]2[C:14]([NH:15][C:16]3[CH:21]=[C:20]([CH3:22])[CH:19]=[CH:18][C:17]=3[F:23])=[C:13]([C:24](O)=[O:25])[CH:12]=[N:11][C:10]=12)=[O:5])[CH3:2].Cl.[F:28][C:29]1[CH:30]=[C:31]([CH:36]2[CH2:41][CH2:40][NH:39][CH2:38][CH2:37]2)[CH:32]=[CH:33][C:34]=1[F:35]. No catalyst specified. The product is [F:28][C:29]1[CH:30]=[C:31]([CH:36]2[CH2:41][CH2:40][N:39]([C:24]([C:13]3[CH:12]=[N:11][C:10]4[N:9]([N:8]=[CH:7][C:6]=4[C:4]([O:3][CH2:1][CH3:2])=[O:5])[C:14]=3[NH:15][C:16]3[CH:21]=[C:20]([CH3:22])[CH:19]=[CH:18][C:17]=3[F:23])=[O:25])[CH2:38][CH2:37]2)[CH:32]=[CH:33][C:34]=1[F:35]. The yield is 0.280. (8) The reactants are [N:1]1[C:10]2[CH:9]([NH:11][CH2:12][C:13]3[CH:29]=[CH:28][C:16]([CH2:17][NH:18][S:19]([C:22]4[CH:27]=[CH:26][CH:25]=[CH:24][N:23]=4)(=[O:21])=[O:20])=[CH:15][CH:14]=3)[CH2:8][CH2:7][CH2:6][C:5]=2[CH:4]=[CH:3][CH:2]=1.[CH3:30][Si:31]([CH3:48])([CH3:47])[CH2:32][CH2:33][O:34][CH2:35][N:36]1[C:40]2[CH:41]=[CH:42][CH:43]=[CH:44][C:39]=2[N:38]=[C:37]1[CH:45]=O.[BH-](OC(C)=O)(OC(C)=O)OC(C)=O.[Na+]. No catalyst specified. The product is [N:1]1[C:10]2[CH:9]([N:11]([CH2:12][C:13]3[CH:14]=[CH:15][C:16]([CH2:17][NH:18][S:19]([C:22]4[CH:27]=[CH:26][CH:25]=[CH:24][N:23]=4)(=[O:20])=[O:21])=[CH:28][CH:29]=3)[CH2:45][C:37]3[N:36]([CH2:35][O:34][CH2:33][CH2:32][Si:31]([CH3:30])([CH3:47])[CH3:48])[C:40]4[CH:41]=[CH:42][CH:43]=[CH:44][C:39]=4[N:38]=3)[CH2:8][CH2:7][CH2:6][C:5]=2[CH:4]=[CH:3][CH:2]=1. The yield is 0.410. (9) The yield is 0.740. The reactants are [CH3:1][C:2]([O:5][C:6]([NH:8][C@H:9]([C:18](O)=[O:19])[CH2:10][C:11]1[CH:16]=[CH:15][CH:14]=[C:13]([F:17])[CH:12]=1)=[O:7])([CH3:4])[CH3:3].B.C1COCC1. The catalyst is C1COCC1. The product is [F:17][C:13]1[CH:12]=[C:11]([CH2:10][C@H:9]([NH:8][C:6](=[O:7])[O:5][C:2]([CH3:3])([CH3:1])[CH3:4])[CH2:18][OH:19])[CH:16]=[CH:15][CH:14]=1. (10) The reactants are C([O:4][CH2:5][C:6]([N:8]1[CH2:13][CH2:12][CH:11]([NH:14][C:15]([C:17]2[N:29]([CH3:30])[C:28]3[C:27]4[CH:26]=[CH:25][CH:24]=[CH:23][C:22]=4[N:21]([CH2:31][C:32]4[CH:37]=[CH:36][CH:35]=[CH:34][N:33]=4)[C:20](=[O:38])[C:19]=3[C:18]=2[O:39][CH3:40])=[O:16])[CH2:10][CH2:9]1)=[O:7])(=O)C.CO.[OH-].[Na+]. The catalyst is C1COCC1.C(=O)([O-])O.[Na+]. The product is [OH:4][CH2:5][C:6]([N:8]1[CH2:13][CH2:12][CH:11]([NH:14][C:15]([C:17]2[N:29]([CH3:30])[C:28]3[C:27]4[CH:26]=[CH:25][CH:24]=[CH:23][C:22]=4[N:21]([CH2:31][C:32]4[CH:37]=[CH:36][CH:35]=[CH:34][N:33]=4)[C:20](=[O:38])[C:19]=3[C:18]=2[O:39][CH3:40])=[O:16])[CH2:10][CH2:9]1)=[O:7]. The yield is 0.450.